From a dataset of Full USPTO retrosynthesis dataset with 1.9M reactions from patents (1976-2016). Predict the reactants needed to synthesize the given product. (1) Given the product [NH2:28][C:24]1[C:23]([F:39])=[C:22]([C:7]2[C:8]3[C:16]4[C:11](=[CH:12][C:13]([O:17][CH2:18][CH2:19][O:20][CH3:21])=[CH:14][CH:15]=4)[NH:10][C:9]=3[C:4]([C:1]([NH2:2])=[O:3])=[N:5][CH:6]=2)[CH:27]=[CH:26][CH:25]=1, predict the reactants needed to synthesize it. The reactants are: [C:1]([C:4]1[C:9]2[NH:10][C:11]3[C:16]([C:8]=2[C:7]([C:22]2[C:23]([F:39])=[C:24]([NH:28]C(=O)OCC4C=CC=CC=4)[CH:25]=[CH:26][CH:27]=2)=[CH:6][N:5]=1)=[CH:15][CH:14]=[C:13]([O:17][CH2:18][CH2:19][O:20][CH3:21])[CH:12]=3)(=[O:3])[NH2:2]. (2) Given the product [ClH:1].[Cl:1][C:2]1[C:7]([Cl:8])=[C:6]([CH2:9][N:10]2[CH2:14][CH2:13][CH2:12][CH2:11]2)[CH:5]=[CH:4][C:3]=1[C@H:15]1[CH2:18][C@H:17]([C:19]([N:21]([CH3:23])[CH3:22])=[O:20])[CH2:16]1, predict the reactants needed to synthesize it. The reactants are: [Cl:1][C:2]1[C:7]([Cl:8])=[C:6]([CH2:9][N:10]2[CH2:14][CH2:13][CH2:12][CH2:11]2)[CH:5]=[CH:4][C:3]=1[C:15]1[CH2:18][CH:17]([C:19]([N:21]([CH3:23])[CH3:22])=[O:20])[CH:16]=1.FC(F)(F)C([O-])=O. (3) Given the product [C:2]([NH:5][C:6]1[CH:7]=[C:8]([CH:12]2[CH2:13][CH2:14][N:15]([CH2:19][CH2:20][CH2:21][OH:22])[CH2:16][CH2:17]2)[CH:9]=[CH:10][CH:11]=1)(=[O:4])[CH3:3], predict the reactants needed to synthesize it. The reactants are: Cl.[C:2]([NH:5][C:6]1[CH:7]=[C:8]([CH:12]2[CH2:17][CH2:16][NH:15][CH2:14][CH2:13]2)[CH:9]=[CH:10][CH:11]=1)(=[O:4])[CH3:3].Br[CH2:19][CH2:20][CH2:21][OH:22].C([O-])([O-])=O.[K+].[K+].O. (4) The reactants are: Cl[C:2]1[N:11]=[C:10]([NH:12][CH2:13][C:14]2[CH:19]=[CH:18][C:17]([NH:20][C:21](=[O:29])[C:22]3[CH:27]=[CH:26][C:25]([F:28])=[CH:24][CH:23]=3)=[CH:16][CH:15]=2)[C:9]2[C:4](=[CH:5][C:6]([CH3:30])=[CH:7][CH:8]=2)[N:3]=1. Given the product [CH2:10]([N:12]([CH2:13][CH3:14])[C:2]1[N:11]=[C:10]([NH:12][CH2:13][C:14]2[CH:19]=[CH:18][C:17]([NH:20][C:21](=[O:29])[C:22]3[CH:27]=[CH:26][C:25]([F:28])=[CH:24][CH:23]=3)=[CH:16][CH:15]=2)[C:9]2[C:4](=[CH:5][C:6]([CH3:30])=[CH:7][CH:8]=2)[N:3]=1)[CH3:9], predict the reactants needed to synthesize it.